From a dataset of Catalyst prediction with 721,799 reactions and 888 catalyst types from USPTO. Predict which catalyst facilitates the given reaction. (1) Reactant: Cl[C:2]1[CH:9]=[CH:8][C:5]([C:6]#[N:7])=[C:4]([CH3:10])[N:3]=1.C([O-])=O.[NH4+]. Product: [CH3:10][C:4]1[N:3]=[CH:2][CH:9]=[CH:8][C:5]=1[C:6]#[N:7]. The catalyst class is: 19. (2) Reactant: [Cl:1][C:2]1[CH:10]=[C:9]2[C:5]([C:6]([CH:11]=[O:12])=[N:7][NH:8]2)=[CH:4][CH:3]=1.C([O-])([O-])=O.[Cs+].[Cs+].[F:19][C:20]1[CH:27]=[CH:26][C:23]([CH2:24]Br)=[CH:22][CH:21]=1.CN(C=O)C. Product: [Cl:1][C:2]1[CH:10]=[C:9]2[C:5]([C:6]([CH:11]=[O:12])=[N:7][N:8]2[CH2:24][C:23]2[CH:26]=[CH:27][C:20]([F:19])=[CH:21][CH:22]=2)=[CH:4][CH:3]=1. The catalyst class is: 6. (3) Reactant: [Cl:1][C:2]1[CH:7]=[CH:6][C:5]([CH2:8][CH2:9][CH2:10][C:11](=[O:13])[CH3:12])=[CH:4][CH:3]=1.[C:14](OCC)(=[O:20])[C:15]([O:17][CH2:18][CH3:19])=[O:16].[O-]CC.[Na+]. Product: [Cl:1][C:2]1[CH:3]=[CH:4][C:5]([CH2:8][CH2:9][CH2:10][C:11](=[O:13])[CH2:12][C:14](=[O:20])[C:15]([O:17][CH2:18][CH3:19])=[O:16])=[CH:6][CH:7]=1. The catalyst class is: 8. (4) Reactant: [Cl:1][C:2]1[CH:3]=[C:4]([C:9]2([C:25]([F:28])([F:27])[F:26])[O:13][N:12]=[C:11]([C:14]3[CH:19]=[CH:18][C:17]([C:20]4([F:24])[CH2:23][NH:22][CH2:21]4)=[CH:16][CH:15]=3)[CH2:10]2)[CH:5]=[C:6]([Cl:8])[CH:7]=1.C(N(CC)CC)C.[C:36](OC(=O)C)(=[O:38])[CH3:37]. Product: [Cl:1][C:2]1[CH:3]=[C:4]([C:9]2([C:25]([F:27])([F:26])[F:28])[O:13][N:12]=[C:11]([C:14]3[CH:19]=[CH:18][C:17]([C:20]4([F:24])[CH2:23][N:22]([C:36](=[O:38])[CH3:37])[CH2:21]4)=[CH:16][CH:15]=3)[CH2:10]2)[CH:5]=[C:6]([Cl:8])[CH:7]=1. The catalyst class is: 46. (5) Reactant: [CH2:1]([NH:9][C:10]([NH2:12])=[S:11])[CH2:2][C:3]1[CH:8]=[CH:7][CH:6]=[CH:5][CH:4]=1.Br[CH2:14][C:15](=O)[C:16]([OH:18])=[O:17]. Product: [CH2:1]([NH:9][C:10]1[S:11][CH:14]=[C:15]([C:16]([OH:18])=[O:17])[N:12]=1)[CH2:2][C:3]1[CH:8]=[CH:7][CH:6]=[CH:5][CH:4]=1. The catalyst class is: 5. (6) Reactant: [CH2:1]([O:8][C:9]([NH:11][CH2:12][C:13]([CH3:18])([CH3:17])[C:14]([OH:16])=[O:15])=[O:10])[C:2]1[CH:7]=[CH:6][CH:5]=[CH:4][CH:3]=1.[H-].[Na+].[CH3:21]I. Product: [CH2:1]([O:8][C:9]([N:11]([CH3:21])[CH2:12][C:13]([CH3:18])([CH3:17])[C:14]([OH:16])=[O:15])=[O:10])[C:2]1[CH:3]=[CH:4][CH:5]=[CH:6][CH:7]=1. The catalyst class is: 1. (7) Reactant: [H-].[Na+].[NH2:3][C:4]1[CH:9]=[CH:8][C:7]([N+:10]([O-:12])=[O:11])=[CH:6][C:5]=1[OH:13].CS(Cl)(=O)=O.Cl.[OH-].[Na+]. Product: [CH2:8]([O:13][C:5]1[CH:6]=[C:7]([N+:10]([O-:12])=[O:11])[CH:8]=[CH:9][C:4]=1[NH2:3])[CH2:9][CH2:4][CH2:5][CH2:6][CH3:7]. The catalyst class is: 18.